From a dataset of Catalyst prediction with 721,799 reactions and 888 catalyst types from USPTO. Predict which catalyst facilitates the given reaction. (1) Product: [Br:16][CH:6]1[C:5]2[C:10](=[CH:11][CH:12]=[C:3]([O:2][CH3:1])[CH:4]=2)[C:9](=[O:13])[C:8]([CH3:15])([CH3:14])[CH2:7]1. Reactant: [CH3:1][O:2][C:3]1[CH:4]=[C:5]2[C:10](=[CH:11][CH:12]=1)[C:9](=[O:13])[C:8]([CH3:15])([CH3:14])[CH2:7][CH2:6]2.[Br:16]N1C(=O)CCC1=O.CC(N=NC(C#N)(C)C)(C#N)C. The catalyst class is: 53. (2) Reactant: [F:1][C:2]1[C:3]([NH:23][C:24]2[CH:36]=[CH:35][CH:34]=[CH:33][C:25]=2[C:26]([NH:28][CH2:29][CH2:30][S:31][CH3:32])=[O:27])=[N:4][C:5]([NH:8][C:9]2[CH:14]=[CH:13][CH:12]=[C:11]([CH2:15][CH2:16][N:17]3[CH2:22][CH2:21][O:20][CH2:19][CH2:18]3)[CH:10]=2)=[N:6][CH:7]=1.[OH:37][O:38][S:39]([O-:41])=O.[K+].[CH2:43]1COCC1. Product: [F:1][C:2]1[C:3]([NH:23][C:24]2[CH:36]=[CH:35][CH:34]=[CH:33][C:25]=2[C:26]([NH:28][CH2:29][CH2:30][S:31]([CH3:32])=[O:37])=[O:27])=[N:4][C:5]([NH:8][C:9]2[CH:14]=[CH:13][CH:12]=[C:11]([CH2:15][CH2:16][N:17]3[CH2:18][CH2:19][O:20][CH2:21][CH2:22]3)[CH:10]=2)=[N:6][CH:7]=1.[F:1][C:2]1[C:3]([NH:23][C:24]2[CH:36]=[CH:35][CH:34]=[CH:33][C:25]=2[C:26]([NH:28][CH2:29][CH2:30][S:39]([CH3:43])(=[O:41])=[O:38])=[O:27])=[N:4][C:5]([NH:8][C:9]2[CH:14]=[CH:13][CH:12]=[C:11]([CH2:15][CH2:16][N:17]3[CH2:18][CH2:19][O:20][CH2:21][CH2:22]3)[CH:10]=2)=[N:6][CH:7]=1. The catalyst class is: 24. (3) Reactant: [Cl:1][C:2]1[CH:3]=[N:4][N:5]([CH2:10][CH3:11])[C:6]=1[C:7](Cl)=[O:8].[C:12]1([S:18]([N:21]2[C:29]3[CH:28]=[C:27]([Sn:30]([CH3:33])([CH3:32])[CH3:31])[CH:26]=[C:25]([NH2:34])[C:24]=3[CH:23]=[N:22]2)(=[O:20])=[O:19])[CH:17]=[CH:16][CH:15]=[CH:14][CH:13]=1.C(=O)(O)[O-].[Na+]. Product: [Cl:1][C:2]1[CH:3]=[N:4][N:5]([CH2:10][CH3:11])[C:6]=1[C:7]([NH:34][C:25]1[CH:26]=[C:27]([Sn:30]([CH3:33])([CH3:32])[CH3:31])[CH:28]=[C:29]2[C:24]=1[CH:23]=[N:22][N:21]2[S:18]([C:12]1[CH:17]=[CH:16][CH:15]=[CH:14][CH:13]=1)(=[O:20])=[O:19])=[O:8]. The catalyst class is: 202. (4) Reactant: [N:1]1[CH:6]=[CH:5][N:4]=[CH:3][C:2]=1[NH2:7].[CH2:8]([O:15][C:16](=[O:24])[NH:17][CH:18]([CH3:23])[C:19](=O)[CH2:20]Br)[C:9]1[CH:14]=[CH:13][CH:12]=[CH:11][CH:10]=1. Product: [CH2:8]([O:15][C:16](=[O:24])[NH:17][CH:18]([C:19]1[N:7]=[C:2]2[CH:3]=[N:4][CH:5]=[CH:6][N:1]2[CH:20]=1)[CH3:23])[C:9]1[CH:14]=[CH:13][CH:12]=[CH:11][CH:10]=1. The catalyst class is: 14. (5) Reactant: [C:1]([O:5][C:6]([NH:8][C@H:9]([C:16]([OH:18])=O)[CH2:10][C:11]1[N:15]=[CH:14][NH:13][CH:12]=1)=[O:7])([CH3:4])([CH3:3])[CH3:2].C1CCC(N=C=NC2CCCCC2)CC1.C1C=CC2N(O)N=NC=2C=1.[NH:44]1[CH2:51][CH2:50][CH2:49][C@H:45]1[C:46]([NH2:48])=[O:47]. Product: [C:1]([O:5][C:6]([NH:8][C@H:9]([C:16]([N:44]1[CH2:51][CH2:50][CH2:49][C@H:45]1[C:46]([NH2:48])=[O:47])=[O:18])[CH2:10][C:11]1[N:15]=[CH:14][NH:13][CH:12]=1)=[O:7])([CH3:2])([CH3:3])[CH3:4]. The catalyst class is: 3.